Task: Predict which catalyst facilitates the given reaction.. Dataset: Catalyst prediction with 721,799 reactions and 888 catalyst types from USPTO (1) Reactant: [CH2:1]([O:3][C:4]([C:6]1[C:14]2[C:9](=[CH:10][CH:11]=[C:12]([O:15][CH2:16][CH:17]3[CH2:19][O:18]3)[CH:13]=2)[NH:8][C:7]=1[CH3:20])=[O:5])[CH3:2].[N-:21]=[N+:22]=[N-:23].[Na+].[Cl-].[Li+]. Product: [CH2:1]([O:3][C:4]([C:6]1[C:14]2[C:9](=[CH:10][CH:11]=[C:12]([O:15][CH2:16][C@@H:17]([OH:18])[CH2:19][N:21]=[N+:22]=[N-:23])[CH:13]=2)[NH:8][C:7]=1[CH3:20])=[O:5])[CH3:2]. The catalyst class is: 3. (2) Reactant: [Br:1][C:2]1[C:6]([CH:7]=O)=[C:5](Br)[N:4]([CH:10]([O:12][CH2:13][CH3:14])[CH3:11])[N:3]=1.C(=O)([O-])[O-].[Na+].[Na+].[SH:21][CH2:22][C:23]([O:25][CH2:26][CH3:27])=[O:24]. Product: [Br:1][C:2]1[C:6]2[CH:7]=[C:22]([C:23]([O:25][CH2:26][CH3:27])=[O:24])[S:21][C:5]=2[N:4]([CH:10]([O:12][CH2:13][CH3:14])[CH3:11])[N:3]=1. The catalyst class is: 8. (3) Reactant: O.NN.[CH2:4]([N:6]([CH2:8][C:9]1[C:10]([CH2:20][N:21]2C(=O)C3C(=CC=CC=3)C2=O)=[N:11][C:12]2[C:17]([CH:18]=1)=[C:16]([F:19])[CH:15]=[CH:14][CH:13]=2)[CH3:7])[CH3:5]. Product: [NH2:21][CH2:20][C:10]1[C:9]([CH2:8][N:6]([CH3:7])[CH2:4][CH3:5])=[CH:18][C:17]2[C:12](=[CH:13][CH:14]=[CH:15][C:16]=2[F:19])[N:11]=1. The catalyst class is: 351. (4) Reactant: Br[C:2]1[CH:7]=[CH:6][C:5]([O:8][Si:9]([CH:16]([CH3:18])[CH3:17])([CH:13]([CH3:15])[CH3:14])[CH:10]([CH3:12])[CH3:11])=[CH:4][N:3]=1.C([Li])CCC.[Br:24][C:25]1[CH:30]=[C:29]([O:31][CH2:32][O:33][CH3:34])[CH:28]=[CH:27][C:26]=1[CH2:35][C:36](=[O:38])[CH3:37].[Cl-].[NH4+]. Product: [Br:24][C:25]1[CH:30]=[C:29]([O:31][CH2:32][O:33][CH3:34])[CH:28]=[CH:27][C:26]=1[CH2:35][C:36]([C:2]1[CH:7]=[CH:6][C:5]([O:8][Si:9]([CH:16]([CH3:18])[CH3:17])([CH:13]([CH3:15])[CH3:14])[CH:10]([CH3:12])[CH3:11])=[CH:4][N:3]=1)([OH:38])[CH3:37]. The catalyst class is: 28. (5) Reactant: [NH:1]1[CH2:6][CH2:5][O:4][CH2:3][CH2:2]1.[CH3:7][CH2:8][CH2:9][CH2:10][CH2:11][C@@H:12]([OH:53])[C@H:13]1[C:40](=[O:41])[O:39][C@H:38]([CH3:42])[C@@H:37]([OH:43])[CH:36]=[CH:35][CH:34]=[CH:33][CH:32]=[CH:31][CH:30]=[CH:29][CH:28]=[C:27]([CH3:44])[C@@H:26]([OH:45])[C@H:25]([OH:46])[C@H:24]([OH:47])[CH2:23][C@H:22]([OH:48])[CH2:21][C@H:20]([OH:49])[CH2:19][C@H:18]([OH:50])[CH2:17][C@H:16]([OH:51])[CH2:15][C@@H:14]1[OH:52]. Product: [CH3:7][CH2:8][CH2:9][CH2:10][CH2:11][C@@H:12]([OH:53])[C@H:13]1[C:40](=[O:41])[O:39][C@H:38]([CH3:42])[C@@H:37]([OH:43])[CH:36]=[CH:35][CH:34]=[CH:33][CH:32]=[CH:31][CH:30]=[CH:29][CH:28]=[C:27]([CH3:44])[C@@H:26]([OH:45])[C@H:25]([OH:46])[C@H:24]([OH:47])[CH2:23][C@H:22]([OH:48])[CH2:21][C@H:20]([OH:49])[CH2:19][C@H:18]([OH:50])[CH2:17][C@H:16]([OH:51])[CH2:15][C@@H:14]1[OH:52].[NH:1]1[CH2:6][CH2:5][O:4][CH2:3][CH2:2]1. The catalyst class is: 5. (6) Reactant: Cl.Cl.[N:3]1[CH:8]=[CH:7][CH:6]=[C:5]([C:9]([OH:11])=O)[C:4]=1[C:12]1[CH:17]=[CH:16][N:15]=[CH:14][CH:13]=1.Cl.[F:19][C:20]1[CH:33]=[C:32]([F:34])[CH:31]=[CH:30][C:21]=1[CH2:22][C:23]1([OH:29])[CH2:28][CH2:27][NH:26][CH2:25][CH2:24]1.CN(C(ON1N=NC2C=CC=NC1=2)=[N+](C)C)C.F[P-](F)(F)(F)(F)F.C(N(CC)CC)C. Product: [N:3]1[CH:8]=[CH:7][CH:6]=[C:5]([C:9]([N:26]2[CH2:27][CH2:28][C:23]([CH2:22][C:21]3[CH:30]=[CH:31][C:32]([F:34])=[CH:33][C:20]=3[F:19])([OH:29])[CH2:24][CH2:25]2)=[O:11])[C:4]=1[C:12]1[CH:17]=[CH:16][N:15]=[CH:14][CH:13]=1. The catalyst class is: 18. (7) The catalyst class is: 245. Product: [CH2:13]([N:10]1[C:6]2=[N:7][C:8]([CH3:9])=[C:3]([CH2:2][C:24]3[CH:25]=[C:26]([C:27]([NH2:32])=[O:28])[O:22][N:23]=3)[C:4]([NH:15][CH:16]3[CH2:21][CH2:20][O:19][CH2:18][CH2:17]3)=[C:5]2[CH:12]=[N:11]1)[CH3:14]. Reactant: N[CH2:2][C:3]1[C:8]([CH3:9])=[N:7][C:6]2[N:10]([CH2:13][CH3:14])[N:11]=[CH:12][C:5]=2[C:4]=1[NH:15][CH:16]1[CH2:21][CH2:20][O:19][CH2:18][CH2:17]1.[O:22]1[C:26]([C:27](Cl)=[O:28])=[CH:25][CH:24]=[N:23]1.CC[N:32](C(C)C)C(C)C. (8) Reactant: Br[C:2]1[C:12]2[O:11][CH2:10][CH2:9][N:8]([C:13]([O:15][C:16]([CH3:19])([CH3:18])[CH3:17])=[O:14])[CH2:7][C:6]=2[CH:5]=[CH:4][CH:3]=1.[NH:20]1[CH2:24][CH2:23][CH2:22][CH2:21]1.CC(C1C=C(C(C)C)C(C2C=CC=CC=2P(C2CCCCC2)C2CCCCC2)=C(C(C)C)C=1)C.CC(C)([O-])C.[Na+]. Product: [N:20]1([C:2]2[C:12]3[O:11][CH2:10][CH2:9][N:8]([C:13]([O:15][C:16]([CH3:19])([CH3:18])[CH3:17])=[O:14])[CH2:7][C:6]=3[CH:5]=[CH:4][CH:3]=2)[CH2:24][CH2:23][CH2:22][CH2:21]1. The catalyst class is: 488. (9) Product: [N:20]([C:6]1[C:7]([CH:18]=[O:19])=[CH:8][N:9]([CH2:13][C:14]([F:17])([F:16])[F:15])[C:10](=[O:12])[CH:11]=1)=[N+:21]=[N-:22]. Reactant: CC(C)=O.Cl[C:6]1[C:7]([CH:18]=[O:19])=[CH:8][N:9]([CH2:13][C:14]([F:17])([F:16])[F:15])[C:10](=[O:12])[CH:11]=1.[N-:20]=[N+:21]=[N-:22].[Na+]. The catalyst class is: 6. (10) Reactant: [Cl:1][C:2]1[CH:3]=[C:4]([CH:6]=[C:7]([Cl:9])[CH:8]=1)[NH2:5].[CH2:10]([C:12](=O)[C:13]([O-:15])=[O:14])[CH3:11].[CH:17]1[CH2:21]C=C[CH:18]=1.F[C:23](F)(F)[C:24](O)=O. Product: [CH2:23]([O:15][C:13]([CH:12]1[CH:10]2[CH2:21][CH:17]=[CH:18][CH:11]2[C:3]2[C:2]([Cl:1])=[CH:8][C:7]([Cl:9])=[CH:6][C:4]=2[NH:5]1)=[O:14])[CH3:24]. The catalyst class is: 10.